The task is: Predict which catalyst facilitates the given reaction.. This data is from Catalyst prediction with 721,799 reactions and 888 catalyst types from USPTO. (1) The catalyst class is: 307. Product: [C:9]([O:8][C:6]([N:13]1[CH2:14][CH2:15][C:4](=[CH2:5])[CH2:3][CH2:2]1)=[O:7])([CH3:12])([CH3:11])[CH3:10]. Reactant: [Li][CH2:2][CH2:3][CH2:4][CH3:5].[C:6]([N:13]1CCC(=O)[CH2:15][CH2:14]1)([O:8][C:9]([CH3:12])([CH3:11])[CH3:10])=[O:7]. (2) Reactant: CN1CCOCC1.CN(C(ON1N=NC2C=CC=CC1=2)=[N+](C)C)C.[B-](F)(F)(F)F.[F:30][C:31]1[CH:36]=[CH:35][C:34]([N:37]2[C:40](=[O:41])[C@H:39]([S:42][CH2:43][C:44]([C:46]3[CH:51]=[CH:50][C:49]([F:52])=[CH:48][CH:47]=3)=[O:45])[C@H:38]2[C:53]2[CH:67]=[CH:66][C:56]([O:57][CH2:58][C:59]([NH:61][CH2:62][C:63](O)=[O:64])=[O:60])=[CH:55][CH:54]=2)=[CH:33][CH:32]=1.[NH2:68][C:69]1([C:72]([OH:74])=[O:73])[CH2:71][CH2:70]1.[BH4-].[Na+]. Product: [F:30][C:31]1[CH:32]=[CH:33][C:34]([N:37]2[C:40](=[O:41])[C@H:39]([S:42][CH2:43][CH:44]([C:46]3[CH:47]=[CH:48][C:49]([F:52])=[CH:50][CH:51]=3)[OH:45])[C@H:38]2[C:53]2[CH:54]=[CH:55][C:56]([O:57][CH2:58][C:59]([NH:61][CH2:62][C:63]([NH:68][C:69]3([C:72]([OH:74])=[O:73])[CH2:71][CH2:70]3)=[O:64])=[O:60])=[CH:66][CH:67]=2)=[CH:35][CH:36]=1. The catalyst class is: 121. (3) Reactant: [CH3:1][O:2][C:3]1[CH:15]=[CH:14][C:13]2[C:12]3[C:7](=[CH:8][CH:9]=[CH:10][CH:11]=3)[N:6]([CH2:16][C:17](O)=[O:18])[C:5]=2[CH:4]=1.C1C=CC2N(O)N=NC=2C=1.[CH2:30]([NH:34][CH2:35][CH2:36][CH2:37][CH3:38])[CH2:31][CH2:32][CH3:33].CCN(C(C)C)C(C)C. Product: [CH2:30]([N:34]([CH2:35][CH2:36][CH2:37][CH3:38])[C:17](=[O:18])[CH2:16][N:6]1[C:5]2[CH:4]=[C:3]([O:2][CH3:1])[CH:15]=[CH:14][C:13]=2[C:12]2[C:7]1=[CH:8][CH:9]=[CH:10][CH:11]=2)[CH2:31][CH2:32][CH3:33]. The catalyst class is: 607. (4) Reactant: [C:1]([C:3]1[CH:4]=[C:5]([C:9]2[S:13][C:12]([NH:14][C:15](=[O:24])[C:16]3[C:21]([F:22])=[CH:20][CH:19]=[CH:18][C:17]=3[F:23])=[N:11][C:10]=2[CH3:25])[CH:6]=[CH:7][CH:8]=1)#[N:2].Cl.C([N:29]([CH2:32]C)CC)C.[N:34]([Si](C)(C)C)=[N+:35]=[N-]. Product: [F:23][C:17]1[CH:18]=[CH:19][CH:20]=[C:21]([F:22])[C:16]=1[C:15]([NH:14][C:12]1[S:13][C:9]([C:5]2[CH:6]=[CH:7][CH:8]=[C:3]([C:1]3[N:34]=[N:35][N:29]([CH3:32])[N:2]=3)[CH:4]=2)=[C:10]([CH3:25])[N:11]=1)=[O:24]. The catalyst class is: 85. (5) Reactant: Cl[C:2]1[N:7]=[C:6]([N:8]([CH3:27])[CH:9]2[CH2:26][CH2:25][C:12]3([CH2:17][CH2:16][N:15]([C:18]([O:20][C:21]([CH3:24])([CH3:23])[CH3:22])=[O:19])[CH2:14][CH2:13]3)[CH2:11][CH2:10]2)[C:5]([CH3:28])=[CH:4][N:3]=1.Cl.[CH3:30][N:31]1[CH:35]=[C:34]([NH2:36])[CH:33]=[N:32]1.CCN(C(C)C)C(C)C. Product: [CH3:27][N:8]([C:6]1[C:5]([CH3:28])=[CH:4][N:3]=[C:2]([NH:36][C:34]2[CH:33]=[N:32][N:31]([CH3:30])[CH:35]=2)[N:7]=1)[CH:9]1[CH2:26][CH2:25][C:12]2([CH2:17][CH2:16][N:15]([C:18]([O:20][C:21]([CH3:24])([CH3:23])[CH3:22])=[O:19])[CH2:14][CH2:13]2)[CH2:11][CH2:10]1. The catalyst class is: 51. (6) Reactant: [Br:1][C:2]1[CH:9]=[CH:8][C:5]([C:6]#[N:7])=[C:4]([N+:10]([O-])=O)[CH:3]=1.[OH-].[Na+]. Product: [NH2:10][C:4]1[CH:3]=[C:2]([Br:1])[CH:9]=[CH:8][C:5]=1[C:6]#[N:7]. The catalyst class is: 33.